From a dataset of CYP2D6 inhibition data for predicting drug metabolism from PubChem BioAssay. Regression/Classification. Given a drug SMILES string, predict its absorption, distribution, metabolism, or excretion properties. Task type varies by dataset: regression for continuous measurements (e.g., permeability, clearance, half-life) or binary classification for categorical outcomes (e.g., BBB penetration, CYP inhibition). Dataset: cyp2d6_veith. (1) The drug is N#Cc1cccc(-c2nccc(NCc3cccs3)n2)c1. The result is 1 (inhibitor). (2) The drug is CCCCOC(=O)CCc1c(C)[nH]c(=O)c(C#N)c1C. The result is 0 (non-inhibitor). (3) The compound is C=CC[C@@H]1C=C[C@H](ON=C(C)C)[C@H](CO)O1. The result is 0 (non-inhibitor). (4) The molecule is Cc1ccc(C(N)=Nc2ccccc2)cc1. The result is 1 (inhibitor).